From a dataset of NCI-60 drug combinations with 297,098 pairs across 59 cell lines. Regression. Given two drug SMILES strings and cell line genomic features, predict the synergy score measuring deviation from expected non-interaction effect. (1) Drug 1: C1=NC2=C(N1)C(=S)N=C(N2)N. Drug 2: COC1=NC(=NC2=C1N=CN2C3C(C(C(O3)CO)O)O)N. Cell line: SR. Synergy scores: CSS=50.1, Synergy_ZIP=1.15, Synergy_Bliss=2.07, Synergy_Loewe=-35.1, Synergy_HSA=0.774. (2) Drug 1: C#CCC(CC1=CN=C2C(=N1)C(=NC(=N2)N)N)C3=CC=C(C=C3)C(=O)NC(CCC(=O)O)C(=O)O. Drug 2: C1C(C(OC1N2C=NC3=C2NC=NCC3O)CO)O. Cell line: SNB-19. Synergy scores: CSS=-9.04, Synergy_ZIP=5.05, Synergy_Bliss=1.46, Synergy_Loewe=-7.42, Synergy_HSA=-6.87. (3) Cell line: SF-268. Drug 2: C1=C(C(=O)NC(=O)N1)N(CCCl)CCCl. Synergy scores: CSS=34.3, Synergy_ZIP=-0.112, Synergy_Bliss=-1.41, Synergy_Loewe=-13.3, Synergy_HSA=1.46. Drug 1: CCC1=CC2CC(C3=C(CN(C2)C1)C4=CC=CC=C4N3)(C5=C(C=C6C(=C5)C78CCN9C7C(C=CC9)(C(C(C8N6C)(C(=O)OC)O)OC(=O)C)CC)OC)C(=O)OC.C(C(C(=O)O)O)(C(=O)O)O. (4) Drug 1: COC1=CC(=CC(=C1O)OC)C2C3C(COC3=O)C(C4=CC5=C(C=C24)OCO5)OC6C(C(C7C(O6)COC(O7)C8=CC=CS8)O)O. Drug 2: CC=C1C(=O)NC(C(=O)OC2CC(=O)NC(C(=O)NC(CSSCCC=C2)C(=O)N1)C(C)C)C(C)C. Cell line: HCT116. Synergy scores: CSS=59.6, Synergy_ZIP=-1.27, Synergy_Bliss=-1.03, Synergy_Loewe=-3.93, Synergy_HSA=0.447.